This data is from Peptide-MHC class I binding affinity with 185,985 pairs from IEDB/IMGT. The task is: Regression. Given a peptide amino acid sequence and an MHC pseudo amino acid sequence, predict their binding affinity value. This is MHC class I binding data. (1) The peptide sequence is LSSPTKRSQTF. The MHC is H-2-Kb with pseudo-sequence H-2-Kb. The binding affinity (normalized) is 0.0351. (2) The peptide sequence is LLISMYCSKT. The MHC is HLA-A02:01 with pseudo-sequence HLA-A02:01. The binding affinity (normalized) is 0.349. (3) The peptide sequence is EQLLKILDNL. The MHC is HLA-A02:02 with pseudo-sequence HLA-A02:02. The binding affinity (normalized) is 0.163.